This data is from Reaction yield outcomes from USPTO patents with 853,638 reactions. The task is: Predict the reaction yield, written as a fraction of the theoretical maximum amount of product (1.0 means a 100% yield; for example, 0.34 means a 34% yield). (1) The reactants are [C:1]([NH:4][C:5]1[N:10]=[CH:9][C:8]([NH:11][C:12](=[O:19])OCC(Cl)(Cl)Cl)=[CH:7][CH:6]=1)(=[O:3])[CH3:2].[F:20][C:21]1[CH:26]=[C:25]([F:27])[CH:24]=[CH:23][C:22]=1[C:28]1[N:29]=[C:30]([N:33]2[CH2:38][CH2:37][NH:36][CH2:35][CH2:34]2)[S:31][CH:32]=1.C(N(C(C)C)CC)(C)C.O. The catalyst is CS(C)=O. The product is [C:1]([NH:4][C:5]1[N:10]=[CH:9][C:8]([NH:11][C:12]([N:36]2[CH2:37][CH2:38][N:33]([C:30]3[S:31][CH:32]=[C:28]([C:22]4[CH:23]=[CH:24][C:25]([F:27])=[CH:26][C:21]=4[F:20])[N:29]=3)[CH2:34][CH2:35]2)=[O:19])=[CH:7][CH:6]=1)(=[O:3])[CH3:2]. The yield is 0.582. (2) The reactants are [F:1][C:2]1[CH:7]=[CH:6][C:5]([C@@H:8]2[O:13][CH2:12][CH2:11][N:10](CC3C=CC=CC=3)[CH2:9]2)=[CH:4][CH:3]=1.[H][H]. The catalyst is C(O)C.[Pd]. The product is [F:1][C:2]1[CH:3]=[CH:4][C:5]([C@@H:8]2[O:13][CH2:12][CH2:11][NH:10][CH2:9]2)=[CH:6][CH:7]=1. The yield is 0.940.